The task is: Predict the reaction yield, written as a fraction of the theoretical maximum amount of product (1.0 means a 100% yield; for example, 0.34 means a 34% yield).. This data is from Reaction yield outcomes from USPTO patents with 853,638 reactions. The reactants are [Cl:1][C:2]1[CH:7]=[CH:6][C:5]([NH:8][C:9](=[O:14])[C:10]([CH3:13])([CH3:12])[CH3:11])=[C:4]([CH:15]([OH:22])[C:16]2[CH:17]=[N:18][CH:19]=[CH:20][CH:21]=2)[CH:3]=1. The catalyst is N1C=CC=CC=1.CCOC(C)=O.O. The product is [Cl:1][C:2]1[CH:7]=[CH:6][C:5]([NH:8][C:9](=[O:14])[C:10]([CH3:13])([CH3:12])[CH3:11])=[C:4]([C:15]([C:16]2[CH:17]=[N:18][CH:19]=[CH:20][CH:21]=2)=[O:22])[CH:3]=1. The yield is 0.700.